From a dataset of Forward reaction prediction with 1.9M reactions from USPTO patents (1976-2016). Predict the product of the given reaction. (1) Given the reactants [F:1][C:2]1[C:3]([C:8](O)=[O:9])=[N:4][N:5]([CH3:7])[CH:6]=1.C(N(CC)CC)C.C(OC(Cl)=O)C(C)C.[BH4-].[Na+], predict the reaction product. The product is: [F:1][C:2]1[C:3]([CH2:8][OH:9])=[N:4][N:5]([CH3:7])[CH:6]=1. (2) Given the reactants FC(F)(F)C(OC1C(F)=C(F)C(F)=C(F)C=1F)=O.[Cl:19][CH2:20][CH2:21][CH2:22][O:23][C:24]1[CH:33]=[C:32]2[C:27]([C:28]([NH:34][C:35]3[CH:39]=[C:38]([CH2:40][C:41]([OH:43])=O)[NH:37][N:36]=3)=[N:29][CH:30]=[N:31]2)=[CH:26][CH:25]=1.N1C=CC=CC=1.[F:50][C:51]1[CH:52]=[C:53]([CH:55]=[CH:56][CH:57]=1)[NH2:54].Cl, predict the reaction product. The product is: [Cl:19][CH2:20][CH2:21][CH2:22][O:23][C:24]1[CH:33]=[C:32]2[C:27]([C:28]([NH:34][C:35]3[CH:39]=[C:38]([CH2:40][C:41]([NH:54][C:53]4[CH:55]=[CH:56][CH:57]=[C:51]([F:50])[CH:52]=4)=[O:43])[NH:37][N:36]=3)=[N:29][CH:30]=[N:31]2)=[CH:26][CH:25]=1.